Dataset: Catalyst prediction with 721,799 reactions and 888 catalyst types from USPTO. Task: Predict which catalyst facilitates the given reaction. (1) Reactant: [CH3:1][O:2][C:3]1[CH:22]=[CH:21][C:6]([CH2:7][NH:8][C:9]([C:11]2[S:20][C:14]3[N:15]([CH3:19])[CH2:16][NH:17][CH2:18][C:13]=3[CH:12]=2)=[O:10])=[CH:5][CH:4]=1.[C:23](=[O:26])([O-])[O-].[Cs+].[Cs+].BrC[C:31]1[CH:36]=[CH:35][C:34]([S:37]([NH2:40])(=[O:39])=[O:38])=[CH:33][CH:32]=1.[OH2:41]. Product: [CH3:1][O:2][C:3]1[CH:22]=[CH:21][C:6]([CH2:7][NH:8][C:9]([C:11]2[S:20][C:14]3[N:15]([CH3:19])[C:23](=[O:26])[N:17]([CH2:16][C:31]4[CH:36]=[CH:35][C:34]([S:37](=[O:39])(=[O:38])[NH2:40])=[CH:33][CH:32]=4)[C:18](=[O:41])[C:13]=3[CH:12]=2)=[O:10])=[CH:5][CH:4]=1. The catalyst class is: 3. (2) Reactant: Br[C:2]1[CH:24]=[CH:23][C:5]([O:6][CH2:7][CH:8]2[CH2:13][CH2:12][N:11]([CH2:14][C:15]3([C:19]([F:22])([F:21])[F:20])[CH2:18][CH2:17][CH2:16]3)[CH2:10][CH2:9]2)=[CH:4][C:3]=1[F:25].[CH2:26]([O:28][C:29]([C:31]1[CH:36]=[CH:35][C:34](B(O)O)=[CH:33][C:32]=1[F:40])=[O:30])[CH3:27].C([O-])([O-])=O.[Cs+].[Cs+].COCCOC. Product: [F:25][C:3]1[CH:4]=[C:5]([O:6][CH2:7][CH:8]2[CH2:13][CH2:12][N:11]([CH2:14][C:15]3([C:19]([F:22])([F:21])[F:20])[CH2:18][CH2:17][CH2:16]3)[CH2:10][CH2:9]2)[CH:23]=[CH:24][C:2]=1[C:34]1[CH:35]=[CH:36][C:31]([C:29]([O:28][CH2:26][CH3:27])=[O:30])=[C:32]([F:40])[CH:33]=1. The catalyst class is: 263. (3) Reactant: [NH2:1][C:2]1[CH:7]=[C:6]([Br:8])[CH:5]=[C:4]([CH3:9])[C:3]=1[NH:10][C:11](=O)[CH2:12][CH2:13][CH3:14]. Product: [Br:8][C:6]1[CH:5]=[C:4]([CH3:9])[C:3]2[N:10]=[C:11]([CH2:12][CH2:13][CH3:14])[NH:1][C:2]=2[CH:7]=1. The catalyst class is: 15.